From a dataset of Reaction yield outcomes from USPTO patents with 853,638 reactions. Predict the reaction yield, written as a fraction of the theoretical maximum amount of product (1.0 means a 100% yield; for example, 0.34 means a 34% yield). The reactants are Br[CH2:2][C:3]1[C:12]([Cl:13])=[N:11][CH:10]=[CH:9][C:4]=1[C:5]([O:7]C)=O.Cl.[F:15][C:16]([F:28])([F:27])[CH2:17][O:18][C:19]1[N:24]=[C:23]([CH2:25][NH2:26])[CH:22]=[CH:21][CH:20]=1. No catalyst specified. The product is [Cl:13][C:12]1[C:3]2[CH2:2][N:26]([CH2:25][C:23]3[CH:22]=[CH:21][CH:20]=[C:19]([O:18][CH2:17][C:16]([F:28])([F:15])[F:27])[N:24]=3)[C:5](=[O:7])[C:4]=2[CH:9]=[CH:10][N:11]=1. The yield is 0.600.